This data is from Forward reaction prediction with 1.9M reactions from USPTO patents (1976-2016). The task is: Predict the product of the given reaction. The product is: [C:1]([O:4][C:5]1[CH:6]=[C:7]2[C:12](=[CH:13][C:14]=1[O:15][CH3:16])[N:11]=[CH:10][N:9]=[C:8]2[NH:23][C:22]1[CH:24]=[CH:25][CH:26]=[C:20]([C:18]#[CH:19])[CH:21]=1)(=[O:3])[CH3:2]. Given the reactants [C:1]([O:4][C:5]1[CH:6]=[C:7]2[C:12](=[CH:13][C:14]=1[O:15][CH3:16])[N:11]=[CH:10][N:9]=[C:8]2Cl)(=[O:3])[CH3:2].[C:18]([C:20]1[CH:21]=[C:22]([CH:24]=[CH:25][CH:26]=1)[NH2:23])#[CH:19], predict the reaction product.